This data is from Forward reaction prediction with 1.9M reactions from USPTO patents (1976-2016). The task is: Predict the product of the given reaction. (1) The product is: [CH2:17]([C:19]1[NH:23][C:22]([CH:24]=[C:9]2[C:8]3[C:12](=[CH:13][CH:14]=[CH:15][C:7]=3[C:4]3[CH:5]=[CH:6][N:1]=[CH:2][CH:3]=3)[NH:11][C:10]2=[O:16])=[C:21]([CH2:26][CH2:27][C:28]([OH:30])=[O:29])[CH:20]=1)[CH3:18]. Given the reactants [N:1]1[CH:6]=[CH:5][C:4]([C:7]2[CH:15]=[CH:14][CH:13]=[C:12]3[C:8]=2[CH2:9][C:10](=[O:16])[NH:11]3)=[CH:3][CH:2]=1.[CH2:17]([C:19]1[NH:23][C:22]([CH:24]=O)=[C:21]([CH2:26][CH2:27][C:28]([OH:30])=[O:29])[CH:20]=1)[CH3:18], predict the reaction product. (2) Given the reactants [CH:1]1([C:6]([OH:8])=[O:7])[CH2:5][CH2:4][CH2:3][CH2:2]1.[CH2:9](O)[CH3:10].S(=O)(=O)(O)O, predict the reaction product. The product is: [CH2:9]([O:7][C:6]([CH:1]1[CH2:5][CH2:4][CH2:3][CH2:2]1)=[O:8])[CH3:10]. (3) The product is: [O-:35][N+:24]1[CH:25]=[CH:26][CH:27]=[C:22]([CH2:21][CH2:20][NH:19][S:16]([C:14]2[CH:15]=[C:10]([S:7]([C:1]3[CH:6]=[CH:5][CH:4]=[CH:3][CH:2]=3)(=[O:9])=[O:8])[CH:11]=[CH:12][C:13]=2[C:28]([F:30])([F:31])[F:29])(=[O:18])=[O:17])[CH:23]=1. Given the reactants [C:1]1([S:7]([C:10]2[CH:11]=[CH:12][C:13]([C:28]([F:31])([F:30])[F:29])=[C:14]([S:16]([NH:19][CH2:20][CH2:21][C:22]3[CH:23]=[N:24][CH:25]=[CH:26][CH:27]=3)(=[O:18])=[O:17])[CH:15]=2)(=[O:9])=[O:8])[CH:6]=[CH:5][CH:4]=[CH:3][CH:2]=1.OO.C(=O)(O)[O-:35].[Na+], predict the reaction product.